Dataset: Reaction yield outcomes from USPTO patents with 853,638 reactions. Task: Predict the reaction yield, written as a fraction of the theoretical maximum amount of product (1.0 means a 100% yield; for example, 0.34 means a 34% yield). (1) The reactants are [N:1]1[C:10]2[C:5](=[CH:6][C:7]([CH2:11][CH2:12][CH:13]=[O:14])=[CH:8][CH:9]=2)[CH:4]=[CH:3][CH:2]=1.N1CCC[C@H]1C(O)=O.Cl[N:24]1[C:28](=[O:29])[CH2:27][CH2:26][C:25]1=[O:30].C(Cl)(Cl)[Cl:32]. No catalyst specified. The product is [Cl:32][CH:12]([CH2:11][C:7]1[CH:6]=[C:5]2[C:10](=[CH:9][CH:8]=1)[N:1]=[CH:2][CH:3]=[CH:4]2)[CH:13]([N:24]1[C:28](=[O:29])[CH2:27][CH2:26][C:25]1=[O:30])[OH:14]. The yield is 0.505. (2) The reactants are Br[C:2]1[C:11]2[C:6](=[CH:7][CH:8]=[CH:9][CH:10]=2)[C:5]([O:12][CH3:13])=[CH:4][CH:3]=1.[CH:14]1[C:23]2[C:18](=[CH:19][CH:20]=[CH:21][CH:22]=2)[CH:17]=[CH:16][C:15]=1[C:24]1[CH:29]=[CH:28][C:27](B(O)O)=[CH:26][CH:25]=1.C(=O)([O-])[O-].[K+].[K+].O. The catalyst is C1C=CC([P]([Pd]([P](C2C=CC=CC=2)(C2C=CC=CC=2)C2C=CC=CC=2)([P](C2C=CC=CC=2)(C2C=CC=CC=2)C2C=CC=CC=2)[P](C2C=CC=CC=2)(C2C=CC=CC=2)C2C=CC=CC=2)(C2C=CC=CC=2)C2C=CC=CC=2)=CC=1.C1(C)C=CC=CC=1.O1CCCC1. The product is [CH3:13][O:12][C:5]1[C:6]2[C:11](=[CH:10][CH:9]=[CH:8][CH:7]=2)[C:2]([C:27]2[CH:26]=[CH:25][C:24]([C:15]3[CH:16]=[CH:17][C:18]4[C:23](=[CH:22][CH:21]=[CH:20][CH:19]=4)[CH:14]=3)=[CH:29][CH:28]=2)=[CH:3][CH:4]=1. The yield is 0.684. (3) The reactants are N[C:2]1[C:7]([Cl:8])=[CH:6][C:5]([Cl:9])=[C:4]([CH3:10])[N:3]=1.[BrH:11].BrBr.N([O-])=O.[Na+].[OH-].[Na+]. The catalyst is O. The product is [Br:11][C:2]1[C:7]([Cl:8])=[CH:6][C:5]([Cl:9])=[C:4]([CH3:10])[N:3]=1. The yield is 0.450. (4) The reactants are [N:1]1([C:7](=[O:24])[CH2:8][C:9]2[CH:14]=[CH:13][C:12](B3OC(C)(C)C(C)(C)O3)=[CH:11][CH:10]=2)[CH2:6][CH2:5][O:4][CH2:3][CH2:2]1.Br[C:26]1[CH:27]=[C:28]([C:33]2[N:34]=[N:35][N:36]([CH:38]([CH3:40])[CH3:39])[CH:37]=2)[C:29]([NH2:32])=[N:30][CH:31]=1.C([O-])([O-])=O.[Cs+].[Cs+].N#N. The catalyst is O1CCOCC1.C1C=CC([P]([Pd]([P](C2C=CC=CC=2)(C2C=CC=CC=2)C2C=CC=CC=2)([P](C2C=CC=CC=2)(C2C=CC=CC=2)C2C=CC=CC=2)[P](C2C=CC=CC=2)(C2C=CC=CC=2)C2C=CC=CC=2)(C2C=CC=CC=2)C2C=CC=CC=2)=CC=1.O. The product is [NH2:32][C:29]1[N:30]=[CH:31][C:26]([C:12]2[CH:11]=[CH:10][C:9]([CH2:8][C:7]([N:1]3[CH2:2][CH2:3][O:4][CH2:5][CH2:6]3)=[O:24])=[CH:14][CH:13]=2)=[CH:27][C:28]=1[C:33]1[N:34]=[N:35][N:36]([CH:38]([CH3:40])[CH3:39])[CH:37]=1. The yield is 0.277. (5) The reactants are [CH3:1][C:2]1([CH2:7][CH:8]([CH2:14][CH2:15][CH3:16])[C:9]([O:11][CH2:12][CH3:13])=[O:10])OCC[O:3]1.O.C(OCC)(=O)C. The catalyst is CCCCCC.ClCCl. The product is [O:3]=[C:2]([CH3:1])[CH2:7][CH:8]([CH2:14][CH2:15][CH3:16])[C:9]([O:11][CH2:12][CH3:13])=[O:10]. The yield is 0.810.